From a dataset of Reaction yield outcomes from USPTO patents with 853,638 reactions. Predict the reaction yield, written as a fraction of the theoretical maximum amount of product (1.0 means a 100% yield; for example, 0.34 means a 34% yield). (1) The reactants are [Br:1][C:2]1[CH:3]=[C:4]([CH:7]=[CH:8][C:9]=1F)[CH:5]=[O:6].C(=O)([O-])[O-].[K+].[K+].[CH3:17][S-:18].[Na+]. The catalyst is CN1C(=O)CCC1. The product is [Br:1][C:2]1[CH:3]=[C:4]([CH:7]=[CH:8][C:9]=1[S:18][CH3:17])[CH:5]=[O:6]. The yield is 0.440. (2) The reactants are Br[CH2:2][C@H:3]1[CH2:7][C:6]2[CH:8]=[C:9]([F:20])[CH:10]=[C:11]([C:12]3[CH:17]=[CH:16][C:15]([Cl:18])=[CH:14][C:13]=3[CH3:19])[C:5]=2[O:4]1.[N:21](CC1CC2C=C(Cl)C=C(C3C=CSC=3)C=2O1)=[N+:22]=[N-:23]. The product is [N:21]([CH2:2][C@H:3]1[CH2:7][C:6]2[CH:8]=[C:9]([F:20])[CH:10]=[C:11]([C:12]3[CH:17]=[CH:16][C:15]([Cl:18])=[CH:14][C:13]=3[CH3:19])[C:5]=2[O:4]1)=[N+:22]=[N-:23]. The yield is 0.850. No catalyst specified. (3) The reactants are C[O:2][C:3]([C:5]1[N:6]=[N:7][N:8]([C@H:10]2[CH2:15][CH2:14][C@@H:13]([NH:16][C:17](=[O:27])[CH2:18][C:19]3[C:24]([F:25])=[CH:23][CH:22]=[CH:21][C:20]=3[Cl:26])[CH2:12][CH2:11]2)[CH:9]=1)=[O:4].O[Li].O.CCOC(C)=O. The catalyst is C1COCC1.CO.O. The product is [Cl:26][C:20]1[CH:21]=[CH:22][CH:23]=[C:24]([F:25])[C:19]=1[CH2:18][C:17]([NH:16][C@@H:13]1[CH2:14][CH2:15][C@H:10]([N:8]2[CH:9]=[C:5]([C:3]([OH:4])=[O:2])[N:6]=[N:7]2)[CH2:11][CH2:12]1)=[O:27]. The yield is 0.880. (4) The reactants are [H-].[Al+3].[Li+].[H-].[H-].[H-].[CH3:7][C:8]1[CH:24]=[CH:23][C:11]([CH2:12][N:13]2[CH:17]=[C:16]([C:18](OCC)=[O:19])[CH:15]=[N:14]2)=[CH:10][CH:9]=1. The catalyst is O1CCCC1. The product is [CH3:7][C:8]1[CH:9]=[CH:10][C:11]([CH2:12][N:13]2[CH:17]=[C:16]([CH2:18][OH:19])[CH:15]=[N:14]2)=[CH:23][CH:24]=1. The yield is 0.900. (5) The reactants are [C:1]([NH:8][CH2:9][C:10]([OH:12])=O)([O:3][C:4]([CH3:7])([CH3:6])[CH3:5])=[O:2].CCN(C(C)C)C(C)C.C1C=CC2N(O)N=NC=2C=1.CCN=C=NCCCN(C)C.FC(F)(F)C(O)=O.[C:50]1([C:56]2[CH:61]=[C:60]([CH:62]3[CH2:67][CH2:66][NH:65][CH2:64][CH2:63]3)[CH:59]=[CH:58][C:57]=2[NH:68][C:69]([C:71]2[NH:72][CH:73]=[C:74]([C:76]#[N:77])[N:75]=2)=[O:70])[CH2:55][CH2:54][CH2:53][CH2:52][CH:51]=1. The catalyst is C(Cl)Cl. The product is [C:4]([O:3][C:1](=[O:2])[NH:8][CH2:9][C:10]([N:65]1[CH2:66][CH2:67][CH:62]([C:60]2[CH:59]=[CH:58][C:57]([NH:68][C:69]([C:71]3[NH:72][CH:73]=[C:74]([C:76]#[N:77])[N:75]=3)=[O:70])=[C:56]([C:50]3[CH2:55][CH2:54][CH2:53][CH2:52][CH:51]=3)[CH:61]=2)[CH2:63][CH2:64]1)=[O:12])([CH3:5])([CH3:6])[CH3:7]. The yield is 0.470. (6) The reactants are Br[CH2:2][CH2:3][CH2:4][CH2:5][N:6]1[CH2:11][C:10]2[CH:12]=[C:13]([F:16])[CH:14]=[CH:15][C:9]=2[N:8]([C:17]2[CH:22]=[CH:21][CH:20]=[CH:19][C:18]=2[F:23])[S:7]1(=[O:25])=[O:24].[CH3:26][NH2:27].Cl. No catalyst specified. The product is [F:16][C:13]1[CH:14]=[CH:15][C:9]2[N:8]([C:17]3[CH:22]=[CH:21][CH:20]=[CH:19][C:18]=3[F:23])[S:7](=[O:25])(=[O:24])[N:6]([CH2:5][CH2:4][CH2:3][CH2:2][NH:27][CH3:26])[CH2:11][C:10]=2[CH:12]=1. The yield is 0.810. (7) The reactants are Cl.[CH3:2][C:3]1[C:7]([CH2:8][N:9]2[CH:13]=[C:12]([NH2:14])[CH:11]=[N:10]2)=[C:6]([CH3:15])[O:5][N:4]=1.Br[CH2:17][C:18]1[CH:25]=[CH:24][CH:23]=[CH:22][C:19]=1[C:20]#N.C(N(CC)CC)C.CN(C=[O:37])C. The catalyst is O. The product is [CH3:2][C:3]1[C:7]([CH2:8][N:9]2[CH:13]=[C:12]([N:14]3[CH2:20][C:19]4[C:18](=[CH:25][CH:24]=[CH:23][CH:22]=4)[C:17]3=[O:37])[CH:11]=[N:10]2)=[C:6]([CH3:15])[O:5][N:4]=1. The yield is 0.610. (8) The reactants are I[C:2]1[CH:7]=[CH:6][C:5]([O:8][CH3:9])=[CH:4][C:3]=1[N+:10]([O-:12])=[O:11].[F-].[Cs+].[CH2:15](B1OC(C)(C)C(C)(C)O1)[CH:16]=[CH2:17].O. The catalyst is C1COCC1.CCCCCC.C1C=CC([P]([Pd]([P](C2C=CC=CC=2)(C2C=CC=CC=2)C2C=CC=CC=2)([P](C2C=CC=CC=2)(C2C=CC=CC=2)C2C=CC=CC=2)[P](C2C=CC=CC=2)(C2C=CC=CC=2)C2C=CC=CC=2)(C2C=CC=CC=2)C2C=CC=CC=2)=CC=1. The product is [CH2:17]([C:2]1[CH:7]=[CH:6][C:5]([O:8][CH3:9])=[CH:4][C:3]=1[N+:10]([O-:12])=[O:11])[CH:16]=[CH2:15]. The yield is 0.480.